This data is from Reaction yield outcomes from USPTO patents with 853,638 reactions. The task is: Predict the reaction yield, written as a fraction of the theoretical maximum amount of product (1.0 means a 100% yield; for example, 0.34 means a 34% yield). (1) The reactants are [OH:1][CH2:2][C@@H:3]1[O:7][C:6](=[O:8])[N:5]([C:9]2[CH:18]=[C:17]3[C:12]([CH:13]=[C:14]([C:20]4[CH:25]=[CH:24][CH:23]=[CH:22][C:21]=4[CH2:26][C:27](C)=[CH2:28])[NH:15][C:16]3=[O:19])=[CH:11][CH:10]=2)[CH2:4]1.I([O-])(=O)(=O)=[O:31].[Na+].O.[BH4-].[Na+]. The catalyst is C1COCC1.O.[Os]=O. The product is [OH:1][CH2:2][C@@H:3]1[O:7][C:6](=[O:8])[N:5]([C:9]2[CH:18]=[C:17]3[C:12]([CH:13]=[C:14]([C:20]4[CH:25]=[CH:24][CH:23]=[CH:22][C:21]=4[CH2:26][CH:27]([OH:31])[CH3:28])[NH:15][C:16]3=[O:19])=[CH:11][CH:10]=2)[CH2:4]1. The yield is 0.610. (2) The reactants are Cl[C:2]1[N:7]=[CH:6][CH:5]=[C:4]([Cl:8])[N:3]=1.[F:9][C:10]1[CH:11]=[C:12]([OH:19])[CH:13]=[CH:14][C:15]=1[N+:16]([O-:18])=[O:17].C(N(C(C)C)CC)(C)C. The catalyst is CN1CCCC1=O. The product is [Cl:8][C:4]1[CH:5]=[C:6]([O:19][C:12]2[CH:13]=[CH:14][C:15]([N+:16]([O-:18])=[O:17])=[C:10]([F:9])[CH:11]=2)[N:7]=[CH:2][N:3]=1. The yield is 0.300.